Dataset: Peptide-MHC class I binding affinity with 185,985 pairs from IEDB/IMGT. Task: Regression. Given a peptide amino acid sequence and an MHC pseudo amino acid sequence, predict their binding affinity value. This is MHC class I binding data. (1) The peptide sequence is IILAALFMYY. The MHC is HLA-A33:01 with pseudo-sequence HLA-A33:01. The binding affinity (normalized) is 0. (2) The peptide sequence is LSEEANWAF. The MHC is HLA-B15:01 with pseudo-sequence HLA-B15:01. The binding affinity (normalized) is 0.367. (3) The peptide sequence is RLVSGLVGA. The MHC is HLA-A02:01 with pseudo-sequence HLA-A02:01. The binding affinity (normalized) is 0.536. (4) The peptide sequence is YTGAMTSKF. The MHC is HLA-B27:05 with pseudo-sequence HLA-B27:05. The binding affinity (normalized) is 0.213. (5) The peptide sequence is YMLDMTFPV. The MHC is HLA-C05:01 with pseudo-sequence HLA-C05:01. The binding affinity (normalized) is 0.248. (6) The MHC is HLA-A23:01 with pseudo-sequence HLA-A23:01. The binding affinity (normalized) is 0. The peptide sequence is NCYPYDVPDY. (7) The peptide sequence is FLLNKEMYLK. The MHC is HLA-A33:01 with pseudo-sequence HLA-A33:01. The binding affinity (normalized) is 0.277. (8) The peptide sequence is LTIKSNIL. The MHC is H-2-Kb with pseudo-sequence H-2-Kb. The binding affinity (normalized) is 0.366. (9) The peptide sequence is ARWLASTPL. The MHC is HLA-A31:01 with pseudo-sequence HLA-A31:01. The binding affinity (normalized) is 0.0847.